Task: Binary Classification. Given a drug SMILES string, predict its activity (active/inactive) in a high-throughput screening assay against a specified biological target.. Dataset: HIV replication inhibition screening data with 41,000+ compounds from the AIDS Antiviral Screen (1) The molecule is Nc1cccc(P(N)(N)=O)c1. The result is 0 (inactive). (2) The molecule is CCOC(=O)NNC(=O)NP(=O)(NC(=O)NNC(=O)OCC)NC(=O)NNC(=O)OCC. The result is 0 (inactive). (3) The molecule is CC(=O)N1C(Nc2ccccn2)CCN1c1ccccc1. The result is 0 (inactive). (4) The compound is O=C1CCC2=C(CCCC2=O)N1. The result is 0 (inactive). (5) The compound is O=C1CC2OCC=C3CN4CCC5(C(=O)O)C(N1)C2C3CC45. The result is 0 (inactive). (6) The drug is O=CNNC(=O)Nc1cccc2ccccc12. The result is 0 (inactive). (7) The compound is CC(=O)NC(Cc1ccccc1)C(=S)N1CCCC1. The result is 0 (inactive).